Dataset: Full USPTO retrosynthesis dataset with 1.9M reactions from patents (1976-2016). Task: Predict the reactants needed to synthesize the given product. (1) The reactants are: [C:1]([O:5][CH2:6][CH2:7][CH2:8][CH2:9][CH2:10][CH:11]([CH3:13])[CH3:12])(=[O:4])[CH:2]=[CH2:3].[C:14]([O:18][CH2:19][CH2:20][OH:21])(=[O:17])[CH:15]=[CH2:16].N(C(C)(CC)C#N)=NC(C)(CC)C#N.C(OCC)(=O)C. Given the product [C:1]([O:5][CH2:6][CH2:7][CH2:8][CH2:9][CH2:10][CH:11]([CH3:13])[CH3:12])(=[O:4])[CH:2]=[CH2:3].[C:14]([O:18][CH2:19][CH2:20][OH:21])(=[O:17])[CH:15]=[CH2:16], predict the reactants needed to synthesize it. (2) Given the product [C:16]([C:4]1[C:3]([O:18][CH3:19])=[C:2]([NH:1][C:20](=[O:25])[C:21]([CH3:24])([CH3:23])[CH3:22])[C:7]([F:8])=[C:6]([C:9]2[CH:14]=[CH:13][CH:12]=[CH:11][CH:10]=2)[C:5]=1[CH3:15])#[N:17], predict the reactants needed to synthesize it. The reactants are: [NH2:1][C:2]1[C:3]([O:18][CH3:19])=[C:4]([C:16]#[N:17])[C:5]([CH3:15])=[C:6]([C:9]2[CH:14]=[CH:13][CH:12]=[CH:11][CH:10]=2)[C:7]=1[F:8].[C:20](Cl)(=[O:25])[C:21]([CH3:24])([CH3:23])[CH3:22].Cl. (3) Given the product [OH:30][C@@H:15]1[C@@H:16]([N:19]2[C:20](=[O:29])[C:21]3[C:26](=[CH:25][CH:24]=[CH:23][CH:22]=3)[C:27]2=[O:28])[CH:17]=[CH:2][CH2:1][N:4]([S:5]([C:8]2[CH:13]=[CH:12][CH:11]=[CH:10][N:9]=2)(=[O:7])=[O:6])[CH2:14]1, predict the reactants needed to synthesize it. The reactants are: [CH2:1]([N:4]([CH2:14][C@H:15]([OH:30])[C@@H:16]([N:19]1[C:27](=[O:28])[C:26]2[C:21](=[CH:22][CH:23]=[CH:24][CH:25]=2)[C:20]1=[O:29])[CH:17]=C)[S:5]([C:8]1[CH:13]=[CH:12][CH:11]=[CH:10][N:9]=1)(=[O:7])=[O:6])[CH:2]=C. (4) Given the product [Cl:1][C:2]1[CH:11]=[CH:10][C:9]2[CH2:8][N:7]([C:12]([O:14][C:15]([CH3:18])([CH3:17])[CH3:16])=[O:13])[CH2:6][CH:5]([CH3:19])[C:4]=2[N:3]=1, predict the reactants needed to synthesize it. The reactants are: [Cl:1][C:2]1[CH:11]=[CH:10][C:9]2[CH2:8][N:7]([C:12]([O:14][C:15]([CH3:18])([CH3:17])[CH3:16])=[O:13])[CH2:6][C:5](=[CH2:19])[C:4]=2[N:3]=1. (5) Given the product [C:16]1([C:2]2[C:3]3[C:8]([CH:9]=[C:10]4[C:15]=2[CH:14]=[CH:13][CH:12]=[CH:11]4)=[CH:7][CH:6]=[CH:5][CH:4]=3)[CH:21]=[CH:20][CH:19]=[CH:18][CH:17]=1, predict the reactants needed to synthesize it. The reactants are: Br[C:2]1[C:3]2[C:8]([CH:9]=[C:10]3[C:15]=1[CH:14]=[CH:13][CH:12]=[CH:11]3)=[CH:7][CH:6]=[CH:5][CH:4]=2.[C:16]1([BrH](O)(=O)=O)[CH:21]=[CH:20][CH:19]=[CH:18][CH:17]=1.C(=O)([O-])[O-].[K+].[K+].C1(C)C=CC=CC=1P(C1C=CC=CC=1C)C1C=CC=CC=1C.